This data is from Catalyst prediction with 721,799 reactions and 888 catalyst types from USPTO. The task is: Predict which catalyst facilitates the given reaction. (1) Reactant: [F:1][C:2]1[CH:23]=[C:22]([F:24])[CH:21]=[CH:20][C:3]=1[O:4][C:5]1[N:10]=[C:9]2[NH:11][N:12]=[CH:13][C:8]2=[C:7]([NH:14][CH2:15][CH:16]([OH:19])[CH2:17]I)[N:6]=1.[F:25][C:26]1[CH:27]=[CH:28][C:29]([O:35][CH2:36][CH3:37])=[C:30](B(O)O)[CH:31]=1.[O-]P([O-])([O-])=O.[K+].[K+].[K+]. Product: [F:1][C:2]1[CH:23]=[C:22]([F:24])[CH:21]=[CH:20][C:3]=1[O:4][C:5]1[N:10]=[C:9]2[NH:11][N:12]=[C:13]([C:28]3[CH:27]=[C:26]([F:25])[CH:31]=[CH:30][C:29]=3[O:35][CH2:36][CH3:37])[C:8]2=[C:7]([NH:14][CH2:15][C@H:16]([OH:19])[CH3:17])[N:6]=1. The catalyst class is: 12. (2) Reactant: [Cl:1][C:2]1[C:3]([F:23])=[C:4]([CH:20]=[CH:21][CH:22]=1)[C:5]([N:7]1[CH2:12][CH2:11][N:10](C(OC(C)(C)C)=O)[CH2:9][CH2:8]1)=[O:6].Cl.O1CCOCC1. Product: [ClH:1].[Cl:1][C:2]1[C:3]([F:23])=[C:4]([CH:20]=[CH:21][CH:22]=1)[C:5]([N:7]1[CH2:12][CH2:11][NH:10][CH2:9][CH2:8]1)=[O:6]. The catalyst class is: 5.